This data is from Reaction yield outcomes from USPTO patents with 853,638 reactions. The task is: Predict the reaction yield, written as a fraction of the theoretical maximum amount of product (1.0 means a 100% yield; for example, 0.34 means a 34% yield). (1) The reactants are C(OC([N:8]1[CH2:12][CH2:11][C@H:10]([CH:13]([O:18][C:19]2[C:20]([CH3:27])=[N:21][C:22]([NH:25][CH3:26])=[CH:23][CH:24]=2)[CH2:14][CH:15]([CH3:17])[CH3:16])[CH2:9]1)=O)(C)(C)C.Cl. No catalyst specified. The product is [CH3:27][C:20]1[C:19]([O:18][CH:13]([C@H:10]2[CH2:11][CH2:12][NH:8][CH2:9]2)[CH2:14][CH:15]([CH3:17])[CH3:16])=[CH:24][CH:23]=[C:22]([NH:25][CH3:26])[N:21]=1. The yield is 0.120. (2) The reactants are Cl[CH2:2][C:3]1[CH:24]=[CH:23][C:6]([O:7][CH2:8][C:9]2[N:10]=[C:11]([C:15]3[CH:16]=[C:17]([CH:20]=[CH:21][CH:22]=3)[C:18]#[N:19])[O:12][C:13]=2[CH3:14])=[C:5]([O:25][CH3:26])[CH:4]=1.[OH:27][C:28]1[C:32]([CH:33]=[O:34])=[CH:31][N:30]([C:35]2[CH:40]=[CH:39][CH:38]=[CH:37][CH:36]=2)[N:29]=1.C(=O)([O-])[O-].[K+].[K+].CN(C)C=O. The catalyst is O. The product is [CH:33]([C:32]1[C:28]([O:27][CH2:2][C:3]2[CH:24]=[CH:23][C:6]([O:7][CH2:8][C:9]3[N:10]=[C:11]([C:15]4[CH:16]=[C:17]([CH:20]=[CH:21][CH:22]=4)[C:18]#[N:19])[O:12][C:13]=3[CH3:14])=[C:5]([O:25][CH3:26])[CH:4]=2)=[N:29][N:30]([C:35]2[CH:40]=[CH:39][CH:38]=[CH:37][CH:36]=2)[CH:31]=1)=[O:34]. The yield is 0.960. (3) The reactants are C(NC(C)C)(C)C.[Li]CCCC.[F:13][C:14]1[CH:15]=[C:16]([CH:21]2[O:25][CH2:24][CH2:23][O:22]2)[CH:17]=[C:18]([F:20])[CH:19]=1.[Br:26]C(Cl)(Cl)C(Cl)(Cl)Br. The catalyst is C1COCC1. The product is [Br:26][C:19]1[C:14]([F:13])=[CH:15][C:16]([CH:21]2[O:22][CH2:23][CH2:24][O:25]2)=[CH:17][C:18]=1[F:20]. The yield is 0.480. (4) The reactants are [CH3:1][O:2][C:3](=[O:19])/[C:4](/[C:10]1[CH:15]=[CH:14][C:13]([OH:16])=[C:12]([CH:17]=[O:18])[CH:11]=1)=[CH:5]/[C:6]([O:8][CH3:9])=[O:7].[I:20]N1C(=O)CCC1=O. The catalyst is CN(C=O)C.C(OCC)C. The product is [CH3:1][O:2][C:3](=[O:19])/[C:4](/[C:10]1[CH:15]=[C:14]([I:20])[C:13]([OH:16])=[C:12]([CH:17]=[O:18])[CH:11]=1)=[CH:5]/[C:6]([O:8][CH3:9])=[O:7]. The yield is 0.510. (5) The catalyst is CN(C)C=O. The reactants are Cl[C:2]1[CH:7]=[C:6]([Cl:8])[N:5]=[C:4]([CH2:9][Cl:10])[N:3]=1.[CH2:11]([N:13](CC)[CH2:14][CH3:15])[CH3:12].N1CCCC1.O. The yield is 0.900. The product is [Cl:8][C:6]1[CH:7]=[C:2]([N:13]2[CH2:14][CH2:15][CH2:12][CH2:11]2)[N:3]=[C:4]([CH2:9][Cl:10])[N:5]=1. (6) The reactants are C1(S(C2C=CC=CC=2N[N:17]=[C:18]([C:21]#[N:22])[C:19]#[N:20])(=O)=O)C=CC=CC=1.[C:23]1([S:29]([C:32]2[CH:38]=[CH:37][CH:36]=[CH:35][C:33]=2[NH2:34])(=[O:31])=[O:30])[CH:28]=[CH:27][CH:26]=[CH:25][CH:24]=1.C(#N)CC#N.O.[NH2:45][NH2:46]. No catalyst specified. The product is [C:23]1([S:29]([C:32]2[CH:38]=[CH:37][CH:36]=[CH:35][C:33]=2[NH:34][N:17]=[C:18]2[C:19]([NH2:20])=[N:46][N:45]=[C:21]2[NH2:22])(=[O:31])=[O:30])[CH:28]=[CH:27][CH:26]=[CH:25][CH:24]=1. The yield is 0.200.